Dataset: Catalyst prediction with 721,799 reactions and 888 catalyst types from USPTO. Task: Predict which catalyst facilitates the given reaction. (1) Reactant: Br[C:2]1[N:7]=[C:6]([C:8]2[CH:9]=[C:10]([OH:14])[CH:11]=[CH:12][CH:13]=2)[N:5]=[C:4]2[N:15]([C:18]3[CH:23]=[CH:22][CH:21]=[CH:20][CH:19]=3)[N:16]=[CH:17][C:3]=12.[CH3:24][C@H:25]1[O:30][C@@H:29]([CH3:31])[CH2:28][NH:27][CH2:26]1. Product: [CH3:31][C@H:29]1[CH2:28][N:27]([C:2]2[N:7]=[C:6]([C:8]3[CH:9]=[C:10]([OH:14])[CH:11]=[CH:12][CH:13]=3)[N:5]=[C:4]3[N:15]([C:18]4[CH:23]=[CH:22][CH:21]=[CH:20][CH:19]=4)[N:16]=[CH:17][C:3]=23)[CH2:26][C@@H:25]([CH3:24])[O:30]1. The catalyst class is: 8. (2) Reactant: Br[CH:2]([CH2:6][CH2:7][CH2:8][CH2:9][CH2:10][CH2:11][CH3:12])[C:3]([OH:5])=[O:4].[OH-].[K+].CC(C)=[O:17]. Product: [OH:17][CH:2]([CH2:6][CH2:7][CH2:8][CH2:9][CH2:10][CH2:11][CH3:12])[C:3]([OH:5])=[O:4]. The catalyst class is: 6.